This data is from Forward reaction prediction with 1.9M reactions from USPTO patents (1976-2016). The task is: Predict the product of the given reaction. (1) Given the reactants Br[C:2]1[CH:11]=[CH:10][C:9]([Cl:12])=[CH:8][C:3]=1[C:4]([O:6][CH3:7])=[O:5].[Cl-].[Li+].[CH2:15]([Sn](CC)(CC)CC)[CH3:16], predict the reaction product. The product is: [Cl:12][C:9]1[CH:10]=[CH:11][C:2]([CH2:15][CH3:16])=[C:3]([CH:8]=1)[C:4]([O:6][CH3:7])=[O:5]. (2) Given the reactants C(O)[C@H]1O[C@H](O[C@]2(CO)O[C@H](CO)[C@@H](O)[C@@H]2O)[C@H](O)[C@@H](O)[C@@H]1O.[CH3:24][C:25]([NH2:34])([CH2:27][C:28]1[CH:29]=[CH:30][CH:31]=[CH:32][CH:33]=1)[CH3:26].Cl, predict the reaction product. The product is: [CH3:26][C:25]([NH2:34])([CH2:27][C:28]1[CH:29]=[CH:30][CH:31]=[CH:32][CH:33]=1)[CH3:24].